This data is from NCI-60 drug combinations with 297,098 pairs across 59 cell lines. The task is: Regression. Given two drug SMILES strings and cell line genomic features, predict the synergy score measuring deviation from expected non-interaction effect. Drug 1: CC1C(C(=O)NC(C(=O)N2CCCC2C(=O)N(CC(=O)N(C(C(=O)O1)C(C)C)C)C)C(C)C)NC(=O)C3=C4C(=C(C=C3)C)OC5=C(C(=O)C(=C(C5=N4)C(=O)NC6C(OC(=O)C(N(C(=O)CN(C(=O)C7CCCN7C(=O)C(NC6=O)C(C)C)C)C)C(C)C)C)N)C. Drug 2: CC1C(C(CC(O1)OC2CC(CC3=C2C(=C4C(=C3O)C(=O)C5=CC=CC=C5C4=O)O)(C(=O)C)O)N)O. Cell line: SK-OV-3. Synergy scores: CSS=30.6, Synergy_ZIP=6.97, Synergy_Bliss=12.1, Synergy_Loewe=8.92, Synergy_HSA=10.6.